This data is from Reaction yield outcomes from USPTO patents with 853,638 reactions. The task is: Predict the reaction yield, written as a fraction of the theoretical maximum amount of product (1.0 means a 100% yield; for example, 0.34 means a 34% yield). (1) The reactants are [C:1]([N:5]1[CH2:10][CH2:9][N:8]([C:11](OC(C)(C)C)=[O:12])[C@@H:7]([C:18]([N:20]2[CH2:25][CH2:24][NH:23][CH2:22][CH2:21]2)=[O:19])[CH2:6]1)([CH3:4])([CH3:3])[CH3:2].[Cl:26][C:27]1[CH:32]=[CH:31][C:30]([NH:33][C:34](=O)[O:35]C2C=CC=CC=2)=[CH:29][C:28]=1[F:43]. The catalyst is C(Cl)Cl. The product is [NH3:5].[CH3:11][OH:12].[C:1]([N:5]1[CH2:10][CH2:9][NH:8][C@@H:7]([C:18]([N:20]2[CH2:25][CH2:24][N:23]([C:34]([NH:33][C:30]3[CH:31]=[CH:32][C:27]([Cl:26])=[C:28]([F:43])[CH:29]=3)=[O:35])[CH2:22][CH2:21]2)=[O:19])[CH2:6]1)([CH3:2])([CH3:4])[CH3:3]. The yield is 0.100. (2) The reactants are Cl[C:2]1[N:7]=[C:6]([NH:8][CH2:9][C@H:10]2[CH2:15][CH2:14][C@H:13]([CH2:16][OH:17])[CH2:12][CH2:11]2)[C:5]([N+:18]([O-:20])=[O:19])=[CH:4][N:3]=1.[C:21]([O:25][C:26](=[O:40])[NH:27][CH2:28][C:29](=[O:39])[NH:30][C:31]1[CH:36]=[CH:35][CH:34]=[C:33]([CH2:37][NH2:38])[CH:32]=1)([CH3:24])([CH3:23])[CH3:22].C(N(CC)C(C)C)(C)C. The catalyst is CN(C=O)C. The product is [C:21]([O:25][C:26](=[O:40])[NH:27][CH2:28][C:29](=[O:39])[NH:30][C:31]1[CH:36]=[CH:35][CH:34]=[C:33]([CH2:37][NH:38][C:2]2[N:7]=[C:6]([NH:8][CH2:9][C@H:10]3[CH2:15][CH2:14][C@H:13]([CH2:16][OH:17])[CH2:12][CH2:11]3)[C:5]([N+:18]([O-:20])=[O:19])=[CH:4][N:3]=2)[CH:32]=1)([CH3:24])([CH3:22])[CH3:23]. The yield is 0.780.